This data is from Forward reaction prediction with 1.9M reactions from USPTO patents (1976-2016). The task is: Predict the product of the given reaction. Given the reactants [NH:1]1[CH:5]=[CH:4][CH:3]=[N:2]1, predict the reaction product. The product is: [N:1]1([CH2:3][CH2:4][C:5]#[N:1])[CH:5]=[CH:4][CH:3]=[N:2]1.